From a dataset of Full USPTO retrosynthesis dataset with 1.9M reactions from patents (1976-2016). Predict the reactants needed to synthesize the given product. (1) Given the product [N+:8]([C:3]1[CH:4]=[N:5][CH:6]=[CH:7][C:2]=1[N:35]1[CH2:36][CH2:16][C:15]2[C:14](=[CH:13][CH:12]=[CH:19][CH:18]=2)[CH2:34]1)([O-:10])=[O:9], predict the reactants needed to synthesize it. The reactants are: Cl[C:2]1[CH:7]=[CH:6][N:5]=[CH:4][C:3]=1[N+:8]([O-:10])=[O:9].F[C:12]1[CH:19]=[CH:18][C:15]([CH2:16]O)=[CH:14][CH:13]=1.C(=O)([O-])[O-].[K+].[K+].[OH-].[K+].COCCOC[CH2:34][N:35](CCOCCOC)[CH2:36]COCCOC. (2) The reactants are: Cl[CH2:2][C:3]1[CH:8]=[CH:7][N:6]=[C:5]2[N:9]([S:26]([C:29]3[CH:34]=[CH:33][C:32]([CH3:35])=[CH:31][CH:30]=3)(=[O:28])=[O:27])[C:10]([C:12]3[C:16]4=[N:17][C:18]([O:23][CH3:24])=[C:19]([O:21][CH3:22])[CH:20]=[C:15]4[N:14]([CH3:25])[CH:13]=3)=[CH:11][C:4]=12.[NH2:36][CH:37]1[CH2:42][CH2:41][CH:40]([NH:43][C:44](=[O:50])[O:45][C:46]([CH3:49])([CH3:48])[CH3:47])[CH2:39][CH2:38]1. Given the product [CH3:24][O:23][C:18]1[N:17]=[C:16]2[C:12]([C:10]3[N:9]([S:26]([C:29]4[CH:30]=[CH:31][C:32]([CH3:35])=[CH:33][CH:34]=4)(=[O:28])=[O:27])[C:5]4=[N:6][CH:7]=[CH:8][C:3]([CH2:2][NH:36][CH:37]5[CH2:42][CH2:41][CH:40]([NH:43][C:44](=[O:50])[O:45][C:46]([CH3:48])([CH3:47])[CH3:49])[CH2:39][CH2:38]5)=[C:4]4[CH:11]=3)=[CH:13][N:14]([CH3:25])[C:15]2=[CH:20][C:19]=1[O:21][CH3:22], predict the reactants needed to synthesize it. (3) Given the product [CH2:1]([O:3][CH:4]1[CH2:9][CH2:8][N:7]([C:10]2[CH:11]=[CH:12][C:13]([NH2:16])=[CH:14][CH:15]=2)[CH2:6][CH2:5]1)[CH3:2], predict the reactants needed to synthesize it. The reactants are: [CH2:1]([O:3][CH:4]1[CH2:9][CH2:8][N:7]([C:10]2[CH:15]=[CH:14][C:13]([N+:16]([O-])=O)=[CH:12][CH:11]=2)[CH2:6][CH2:5]1)[CH3:2].[H][H]. (4) Given the product [F:1][C:2]1[CH:8]=[CH:7][C:5]([NH:6][C:14](=[O:15])[C:13]([CH3:18])([CH3:17])[CH3:12])=[CH:4][C:3]=1[N+:9]([O-:11])=[O:10], predict the reactants needed to synthesize it. The reactants are: [F:1][C:2]1[CH:8]=[CH:7][C:5]([NH2:6])=[CH:4][C:3]=1[N+:9]([O-:11])=[O:10].[CH3:12][C:13]([CH3:18])([CH3:17])[C:14](Cl)=[O:15]. (5) Given the product [Cl:24][C:25]1[C:29]([Cl:30])=[C:28]([CH3:31])[NH:27][C:26]=1[C:32]([NH:34][CH:35]1[CH2:40][CH2:39][N:38]([C:2]2[C:11]3[C:6](=[CH:7][CH:8]=[CH:9][CH:10]=3)[N:5]=[C:4]([C:12]([O:14][CH2:15][CH3:16])=[O:13])[N:3]=2)[CH2:37][CH2:36]1)=[O:33], predict the reactants needed to synthesize it. The reactants are: Cl[C:2]1[C:11]2[C:6](=[CH:7][CH:8]=[CH:9][CH:10]=2)[N:5]=[C:4]([C:12]([O:14][CH2:15][CH3:16])=[O:13])[N:3]=1.FC(F)(F)C([O-])=O.[Cl:24][C:25]1[C:29]([Cl:30])=[C:28]([CH3:31])[NH:27][C:26]=1[C:32]([NH:34][CH:35]1[CH2:40][CH2:39][NH2+:38][CH2:37][CH2:36]1)=[O:33].C([O-])([O-])=O.[K+].[K+]. (6) Given the product [CH3:1][O:2][P:3]([CH2:7][C:8](=[O:20])[CH:9]([CH3:19])[CH2:10][CH2:11][CH2:12][C:13]1[CH:14]=[CH:15][CH:16]=[CH:17][CH:18]=1)(=[O:6])[O:4][CH3:5], predict the reactants needed to synthesize it. The reactants are: [CH3:1][O:2][P:3]([CH2:7][C:8](=[O:20])[CH:9]([CH3:19])[CH2:10][C:11]#[C:12][C:13]1[CH:18]=[CH:17][CH:16]=[CH:15][CH:14]=1)(=[O:6])[O:4][CH3:5]. (7) Given the product [C:1]([N:4]1[C:13]2[C:8](=[CH:9][C:10]([C:27]3[N:26]([CH2:43][O:44][CH2:45][CH2:46][Si:47]([CH3:50])([CH3:49])[CH3:48])[C:25]([CH3:24])=[N:29][CH:28]=3)=[CH:11][CH:12]=2)[CH:7]([NH:15][C:16]2[CH:21]=[CH:20][C:19]([Cl:22])=[CH:18][CH:17]=2)[CH2:6][CH:5]1[CH3:23])(=[O:3])[CH3:2], predict the reactants needed to synthesize it. The reactants are: [C:1]([N:4]1[C:13]2[C:8](=[CH:9][C:10](Br)=[CH:11][CH:12]=2)[CH:7]([NH:15][C:16]2[CH:21]=[CH:20][C:19]([Cl:22])=[CH:18][CH:17]=2)[CH2:6][CH:5]1[CH3:23])(=[O:3])[CH3:2].[CH3:24][C:25]1[N:26]([CH2:43][O:44][CH2:45][CH2:46][Si:47]([CH3:50])([CH3:49])[CH3:48])[C:27]([Sn](CCCC)(CCCC)CCCC)=[CH:28][N:29]=1.